This data is from hERG potassium channel inhibition data for cardiac toxicity prediction from Karim et al.. The task is: Regression/Classification. Given a drug SMILES string, predict its toxicity properties. Task type varies by dataset: regression for continuous values (e.g., LD50, hERG inhibition percentage) or binary classification for toxic/non-toxic outcomes (e.g., AMES mutagenicity, cardiotoxicity, hepatotoxicity). Dataset: herg_karim. (1) The drug is N#Cc1ccc2cc(CO[C@H]3CCNC3)ccc2c1. The result is 1 (blocker). (2) The drug is COc1cnc(-c2ccccn2)nc1NCc1ccc(F)cc1C(F)(F)F. The result is 0 (non-blocker). (3) The drug is Cc1ccc(Cn2c(N3CCC(N(C)C)CC3)nc3ccccc32)cc1. The result is 1 (blocker). (4) The drug is Cc1[nH]c2ccccc2c1CCN1CCCC1c1ccc(/C=C/C(=O)NO)cc1. The result is 0 (non-blocker). (5) The drug is Cc1ccn2c3c(nc2c1)CCN(CCCSc1nnc(-c2cccc4nc(C)ccc24)n1C)CC3. The result is 1 (blocker).